This data is from Forward reaction prediction with 1.9M reactions from USPTO patents (1976-2016). The task is: Predict the product of the given reaction. (1) Given the reactants [Cl:1][C:2]1[CH:3]=[C:4]2[C:8](=[CH:9][CH:10]=1)[NH:7][N:6]=[C:5]2[I:11].[F:12][C:13]([F:18])([F:17])[CH2:14][CH2:15]I, predict the reaction product. The product is: [Cl:1][C:2]1[CH:3]=[C:4]2[C:8](=[CH:9][CH:10]=1)[N:7]([CH2:15][CH2:14][C:13]([F:18])([F:17])[F:12])[N:6]=[C:5]2[I:11]. (2) The product is: [CH3:2][O:3][C:4]([C:6]1[O:7][C:8]([CH2:11][CH2:12][CH2:13][NH:14][S:23]([CH3:22])(=[O:25])=[O:24])=[CH:9][CH:10]=1)=[O:5]. Given the reactants Cl.[CH3:2][O:3][C:4]([C:6]1[O:7][C:8]([CH2:11][CH2:12][CH2:13][NH2:14])=[CH:9][CH:10]=1)=[O:5].C(N(CC)CC)C.[CH3:22][S:23](Cl)(=[O:25])=[O:24], predict the reaction product. (3) Given the reactants BrN1C(=O)CCC1=O.[Br:9][C:10]1[C:11](=[O:34])[N:12]([CH2:26][C:27]2[CH:32]=[CH:31][CH:30]=[C:29]([F:33])[CH:28]=2)[CH:13]=[CH:14][C:15]=1[NH:16][CH2:17][C:18]1[CH:23]=[CH:22][C:21]([F:24])=[CH:20][C:19]=1[F:25].C([O-])(O)=O.[Na+], predict the reaction product. The product is: [Br:9][C:10]1[C:11](=[O:34])[N:12]([CH2:26][C:27]2[CH:32]=[CH:31][CH:30]=[C:29]([F:33])[CH:28]=2)[CH:13]=[CH:14][C:15]=1[NH:16][CH2:17][C:18]1[CH:23]=[CH:22][C:21]([F:24])=[CH:20][C:19]=1[F:25]. (4) Given the reactants [CH2:1]([O:8][C:9]1[CH:24]=[CH:23][C:12]([C:13]([O:15][CH2:16][C:17]2[CH:22]=[CH:21][CH:20]=[CH:19][CH:18]=2)=[O:14])=[CH:11][C:10]=1[O:25][CH3:26])[C:2]1[CH:7]=[CH:6][CH:5]=[CH:4][CH:3]=1.C(O)(=O)C.S(=O)(=O)(O)O.[N+:36]([O-])([OH:38])=[O:37], predict the reaction product. The product is: [CH2:1]([O:8][C:9]1[C:10]([O:25][CH3:26])=[CH:11][C:12]([C:13]([O:15][CH2:16][C:17]2[CH:18]=[CH:19][CH:20]=[CH:21][CH:22]=2)=[O:14])=[C:23]([N+:36]([O-:38])=[O:37])[CH:24]=1)[C:2]1[CH:7]=[CH:6][CH:5]=[CH:4][CH:3]=1. (5) Given the reactants Cl.[NH2:2][C@@H:3]([CH2:6][C:7]1[CH:12]=[CH:11][C:10]([S:13]([C:16]2[CH:21]=[CH:20][CH:19]=[CH:18][CH:17]=2)(=[O:15])=[O:14])=[CH:9][CH:8]=1)[CH2:4][OH:5].C[O-].[Na+], predict the reaction product. The product is: [CH2:6]([NH:2][C@@H:3]([CH2:6][C:7]1[CH:12]=[CH:11][C:10]([S:13]([C:16]2[CH:21]=[CH:20][CH:19]=[CH:18][CH:17]=2)(=[O:15])=[O:14])=[CH:9][CH:8]=1)[CH2:4][OH:5])[C:7]1[CH:12]=[CH:11][CH:10]=[CH:9][CH:8]=1.